From a dataset of Forward reaction prediction with 1.9M reactions from USPTO patents (1976-2016). Predict the product of the given reaction. (1) Given the reactants O[C:2]1[CH:9]=[CH:8][C:5]([C:6]#[N:7])=[CH:4][CH:3]=1.[C:10](=[O:13])([O-])[O-].[K+].[K+].C(#N)C.BrC[CH2:21][CH2:22][OH:23], predict the reaction product. The product is: [OH:23][CH2:22][CH2:21][CH2:10][O:13][C:8]1[CH:9]=[CH:2][CH:3]=[CH:4][C:5]=1[C:6]#[N:7]. (2) Given the reactants [H-].[Na+].I[CH3:4].[F:5][CH:6]([F:30])[CH2:7][N:8]1[C:12]([N:13]2[CH2:19][CH2:18][CH2:17][C@@H:16]([NH:20][C:21](=[O:26])[C:22]([F:25])([F:24])[F:23])[CH2:15][CH2:14]2)=[C:11]([N+:27]([O-:29])=[O:28])[CH:10]=[N:9]1.O, predict the reaction product. The product is: [F:30][CH:6]([F:5])[CH2:7][N:8]1[C:12]([N:13]2[CH2:19][CH2:18][CH2:17][C@@H:16]([N:20]([CH3:4])[C:21](=[O:26])[C:22]([F:25])([F:24])[F:23])[CH2:15][CH2:14]2)=[C:11]([N+:27]([O-:29])=[O:28])[CH:10]=[N:9]1. (3) Given the reactants [F:1][C:2]1[CH:10]=[C:9]2[C:5]([CH:6]=[C:7]([C:11]3[CH:16]=[CH:15][CH:14]=[CH:13][CH:12]=3)[NH:8]2)=[CH:4][CH:3]=1.[CH:17]([C:19]1[N:24]=[C:23]([C:25]([O:27][CH3:28])=[O:26])[CH:22]=[CH:21][CH:20]=1)=O.C([SiH](CC)CC)C.FC(F)(F)C(O)=O.[OH-].[Na+], predict the reaction product. The product is: [F:1][C:2]1[CH:10]=[C:9]2[C:5]([C:6]([CH2:17][C:19]3[N:24]=[C:23]([C:25]([O:27][CH3:28])=[O:26])[CH:22]=[CH:21][CH:20]=3)=[C:7]([C:11]3[CH:16]=[CH:15][CH:14]=[CH:13][CH:12]=3)[NH:8]2)=[CH:4][CH:3]=1. (4) Given the reactants [CH3:1][C:2]([C:12]1[CH:17]=[CH:16][C:15]([N+:18]([O-])=O)=[CH:14][CH:13]=1)([CH3:11])[CH2:3][CH2:4][N:5]1[CH2:10][CH2:9][O:8][CH2:7][CH2:6]1.CC(O)=O, predict the reaction product. The product is: [CH3:11][C:2]([C:12]1[CH:13]=[CH:14][C:15]([NH2:18])=[CH:16][CH:17]=1)([CH3:1])[CH2:3][CH2:4][N:5]1[CH2:6][CH2:7][O:8][CH2:9][CH2:10]1. (5) Given the reactants [F:1][C:2]1[CH:7]=[CH:6][C:5]([F:8])=[CH:4][C:3]=1[CH2:9][C:10]([N:12]1[CH2:17][CH2:16][NH:15][C:14]2[N:18]=[CH:19][C:20](I)=[CH:21][C:13]1=2)=[O:11].[CH3:23][N:24]1[CH2:29][CH2:28][N:27]([C:30]2[CH:35]=[CH:34][C:33](B3OC(C)(C)C(C)(C)O3)=[CH:32][N:31]=2)[CH2:26][CH2:25]1, predict the reaction product. The product is: [F:1][C:2]1[CH:7]=[CH:6][C:5]([F:8])=[CH:4][C:3]=1[CH2:9][C:10]([N:12]1[CH2:17][CH2:16][NH:15][C:14]2[N:18]=[CH:19][C:20]([C:34]3[CH:33]=[CH:32][N:31]=[C:30]([N:27]4[CH2:26][CH2:25][N:24]([CH3:23])[CH2:29][CH2:28]4)[CH:35]=3)=[CH:21][C:13]1=2)=[O:11]. (6) The product is: [Cl:28][C:29]1[CH:34]=[CH:33][C:32]([C:2]2[CH:7]=[CH:6][CH:5]=[C:4]([CH:8]([O:13][C:14]3[CH:19]=[CH:18][C:17]([O:20][CH2:21][C:22]([O:24][CH2:25][CH3:26])=[O:23])=[C:16]([CH3:27])[CH:15]=3)[CH2:9][CH2:10][CH2:11][CH3:12])[CH:3]=2)=[CH:31][CH:30]=1. Given the reactants Br[C:2]1[CH:3]=[C:4]([CH:8]([O:13][C:14]2[CH:19]=[CH:18][C:17]([O:20][CH2:21][C:22]([O:24][CH2:25][CH3:26])=[O:23])=[C:16]([CH3:27])[CH:15]=2)[CH2:9][CH2:10][CH2:11][CH3:12])[CH:5]=[CH:6][CH:7]=1.[Cl:28][C:29]1[CH:34]=[CH:33][C:32](B(O)O)=[CH:31][CH:30]=1, predict the reaction product. (7) Given the reactants [OH:1][CH2:2][CH2:3][N:4]1[C:10]2[CH:11]=[CH:12][CH:13]=[CH:14][C:9]=2[CH2:8][O:7][C:6]2[CH:15]=[CH:16][CH:17]=[CH:18][C:5]1=2.[C:19]1([CH3:29])[CH:24]=[CH:23][C:22]([S:25](Cl)(=[O:27])=[O:26])=[CH:21][CH:20]=1, predict the reaction product. The product is: [CH3:29][C:19]1[CH:24]=[CH:23][C:22]([S:25]([O:1][CH2:2][CH2:3][N:4]2[C:10]3[CH:11]=[CH:12][CH:13]=[CH:14][C:9]=3[CH2:8][O:7][C:6]3[CH:15]=[CH:16][CH:17]=[CH:18][C:5]2=3)(=[O:27])=[O:26])=[CH:21][CH:20]=1. (8) Given the reactants F[C:2]1[CH:9]=[CH:8][C:5]([CH:6]=[O:7])=[CH:4][CH:3]=1.[Br:10][C:11]1[CH:16]=[CH:15][C:14]([OH:17])=[C:13]([Cl:18])[CH:12]=1.C(=O)([O-])[O-].[K+].[K+], predict the reaction product. The product is: [Br:10][C:11]1[CH:16]=[CH:15][C:14]([O:17][C:2]2[CH:9]=[CH:8][C:5]([CH:6]=[O:7])=[CH:4][CH:3]=2)=[C:13]([Cl:18])[CH:12]=1. (9) Given the reactants [Cl:1][C:2]1[CH:3]=[C:4]([CH2:9][N:10]2[C:14]([CH3:15])=[C:13]([C:16]([OH:18])=O)[N:12]=[N:11]2)[CH:5]=[CH:6][C:7]=1[Cl:8].[NH2:19][C:20]1[S:21][C:22]2[CH:28]=[C:27]([O:29][CH3:30])[CH:26]=[CH:25][C:23]=2[N:24]=1.CN(C(ON1N=NC2C=CC=NC1=2)=[N+](C)C)C.F[P-](F)(F)(F)(F)F.CCN(C(C)C)C(C)C, predict the reaction product. The product is: [Cl:1][C:2]1[CH:3]=[C:4]([CH2:9][N:10]2[C:14]([CH3:15])=[C:13]([C:16]([NH:19][C:20]3[S:21][C:22]4[CH:28]=[C:27]([O:29][CH3:30])[CH:26]=[CH:25][C:23]=4[N:24]=3)=[O:18])[N:12]=[N:11]2)[CH:5]=[CH:6][C:7]=1[Cl:8]. (10) Given the reactants [F:1][C:2]1[CH:3]=[C:4]([CH2:9][C:10]#[N:11])[CH:5]=[C:6]([F:8])[CH:7]=1.Br[CH2:13][CH2:14][CH2:15][CH2:16][CH2:17]Br.[H-].[Na+], predict the reaction product. The product is: [F:1][C:2]1[CH:3]=[C:4]([C:9]2([C:10]#[N:11])[CH2:17][CH2:16][CH2:15][CH2:14][CH2:13]2)[CH:5]=[C:6]([F:8])[CH:7]=1.